From a dataset of Catalyst prediction with 721,799 reactions and 888 catalyst types from USPTO. Predict which catalyst facilitates the given reaction. (1) Reactant: C(O)CC(O)C.C(C1C=CC(S(O)(=O)=O)=CC=1)C.[CH2:19]([O:21][C:22]([O:29][CH2:30][CH3:31])([O:26][CH2:27][CH3:28])[O:23][CH2:24][CH3:25])[CH3:20]. Product: [CH3:31][CH:30]1[CH2:28][CH2:27][O:26][C:22]2([O:23][CH2:24][CH2:25][CH:19]([CH3:20])[O:21]2)[O:29]1. The catalyst class is: 11. (2) Reactant: [C:1]([O:4][C@H:5]1[CH2:22][CH2:21][C@@:20]2([CH3:23])[C:7](=[CH:8][CH2:9][C@@H:10]3[C@@H:19]2[CH2:18][CH2:17][C@@:15]2([CH3:16])[C@H:11]3[CH2:12][C:13]([CH:25]=[O:26])=[C:14]2Cl)[CH2:6]1)(=[O:3])[CH3:2].[N:27]1[C:31]2[CH:32]=[CH:33][CH:34]=[CH:35][C:30]=2[NH:29][CH:28]=1.C([O-])([O-])=O.[K+].[K+]. Product: [C:1]([O:4][C@H:5]1[CH2:22][CH2:21][C@@:20]2([CH3:23])[C:7](=[CH:8][CH2:9][C@@H:10]3[C@@H:19]2[CH2:18][CH2:17][C@@:15]2([CH3:16])[C@H:11]3[CH2:12][C:13]([CH:25]=[O:26])=[C:14]2[N:27]2[C:31]3[CH:32]=[CH:33][CH:34]=[CH:35][C:30]=3[N:29]=[CH:28]2)[CH2:6]1)(=[O:3])[CH3:2]. The catalyst class is: 3. (3) Reactant: C(O)(=O)CCC(O)=O.[C:9]([N:28]1[CH2:33][CH2:32][NH:31][CH2:30][CH2:29]1)([C:22]1[CH:27]=[CH:26][CH:25]=[CH:24][CH:23]=1)([C:16]1[CH:21]=[CH:20][CH:19]=[CH:18][CH:17]=1)[C:10]1[CH:15]=[CH:14][CH:13]=[CH:12][CH:11]=1.[C:34](=[O:37])([O-])[O-:35].[K+].[K+].ClC(O[C:44]1[CH:49]=[CH:48][CH:47]=[CH:46][CH:45]=1)=O. Product: [C:44]1([NH:28][C:34](=[O:37])[OH:35])[CH:49]=[CH:48][CH:47]=[CH:46][CH:45]=1.[C:9]([N:28]1[CH2:33][CH2:32][NH:31][CH2:30][CH2:29]1)([C:22]1[CH:23]=[CH:24][CH:25]=[CH:26][CH:27]=1)([C:16]1[CH:17]=[CH:18][CH:19]=[CH:20][CH:21]=1)[C:10]1[CH:15]=[CH:14][CH:13]=[CH:12][CH:11]=1. The catalyst class is: 46. (4) Reactant: [C:1](Cl)(=O)[C:2]([Cl:4])=[O:3].[CH3:7][O:8][C:9](=[O:17])[CH2:10][CH2:11][CH2:12]CC(O)=O. Product: [CH3:7][O:8][C:9](=[O:17])[CH2:10][CH2:11][CH2:12][CH2:1][C:2]([Cl:4])=[O:3]. The catalyst class is: 4. (5) Reactant: [NH2:1][C:2]1[CH:9]=[CH:8][C:5]([C:6]#[N:7])=[C:4]([CH3:10])[N:3]=1. Product: [NH2:7][CH2:6][C:5]1[CH:8]=[CH:9][C:2]([NH2:1])=[N:3][C:4]=1[CH3:10]. The catalyst class is: 94. (6) Reactant: [CH3:1][O:2][C:3]1[CH:8]=[CH:7][C:6]([C:9]2[N:10]=[C:11]([C:22]3([C:28]#[N:29])[CH2:27][CH2:26][NH:25][CH2:24][CH2:23]3)[S:12][C:13]=2[C:14]2[CH:19]=[CH:18][C:17]([O:20][CH3:21])=[CH:16][CH:15]=2)=[CH:5][CH:4]=1.ClC(Cl)(O[C:34](=[O:40])OC(Cl)(Cl)Cl)Cl.C(N(CC)CC)C.Cl.[CH3:50][NH:51][OH:52]. Product: [CH3:1][O:2][C:3]1[CH:8]=[CH:7][C:6]([C:9]2[N:10]=[C:11]([C:22]3([C:28]#[N:29])[CH2:27][CH2:26][N:25]([C:34](=[O:40])[N:51]([OH:52])[CH3:50])[CH2:24][CH2:23]3)[S:12][C:13]=2[C:14]2[CH:15]=[CH:16][C:17]([O:20][CH3:21])=[CH:18][CH:19]=2)=[CH:5][CH:4]=1. The catalyst class is: 7. (7) Reactant: [Br:1][C:2]1[C:3]([C:16](=O)[NH2:17])=[CH:4][C:5]([NH:8][C:9](=[O:15])[O:10][C:11]([CH3:14])([CH3:13])[CH3:12])=[N:6][CH:7]=1.COC1C=CC(P2(SP(C3C=CC(OC)=CC=3)(=S)S2)=[S:28])=CC=1. Product: [Br:1][C:2]1[C:3]([C:16](=[S:28])[NH2:17])=[CH:4][C:5]([NH:8][C:9](=[O:15])[O:10][C:11]([CH3:14])([CH3:13])[CH3:12])=[N:6][CH:7]=1. The catalyst class is: 7. (8) Reactant: CO.[NH3:3].Cl[C:5]1[N:10]=[CH:9][N:8]=[C:7]([NH:11][C:12]2[CH:20]=[CH:19][CH:18]=[C:17]3[C:13]=2[CH:14]=[CH:15][NH:16]3)[CH:6]=1. Product: [NH2:3][C:5]1[N:10]=[CH:9][N:8]=[C:7]([NH:11][C:12]2[CH:20]=[CH:19][CH:18]=[C:17]3[C:13]=2[CH:14]=[CH:15][NH:16]3)[CH:6]=1. The catalyst class is: 7. (9) Reactant: [Cl:1][C:2]1[CH:24]=[CH:23][C:5]([CH2:6][N:7]2[C:12](=[O:13])[C:11](Br)=[N:10][N:9]([C:15]3[CH:20]=[CH:19][CH:18]=[CH:17][C:16]=3[OH:21])[C:8]2=[O:22])=[CH:4][CH:3]=1.[CH3:25][O-:26].[Na+]. Product: [Cl:1][C:2]1[CH:24]=[CH:23][C:5]([CH2:6][N:7]2[C:12](=[O:13])[C:11]([O:26][CH3:25])=[N:10][N:9]([C:15]3[CH:20]=[CH:19][CH:18]=[CH:17][C:16]=3[OH:21])[C:8]2=[O:22])=[CH:4][CH:3]=1. The catalyst class is: 3. (10) Reactant: [CH3:1][O:2][C:3](=[O:22])[CH:4]=[CH:5][CH:6]1[O:11][CH2:10][CH2:9][N:8](C(OCC2C=CC=CC=2)=O)[CH2:7]1. Product: [NH:8]1[CH2:9][CH2:10][O:11][CH:6]([CH2:5][CH2:4][C:3]([O:2][CH3:1])=[O:22])[CH2:7]1. The catalyst class is: 45.